This data is from Forward reaction prediction with 1.9M reactions from USPTO patents (1976-2016). The task is: Predict the product of the given reaction. (1) Given the reactants [CH:1]1([S:4]([C:7]2[CH:41]=[CH:40][C:10]([CH2:11][NH:12][C:13]([C:15]3[C:20](=[O:21])[N:19]([C:22]4[CH:27]=[CH:26][CH:25]=[C:24]([C:28]([F:31])([F:30])[F:29])[CH:23]=4)[C:18]([CH3:32])=[C:17]([CH2:33][CH2:34][C:35]([O:37]CC)=[O:36])[CH:16]=3)=[O:14])=[CH:9][CH:8]=2)(=[O:6])=[O:5])[CH2:3][CH2:2]1.CO.C1COCC1.[OH-].[Na+], predict the reaction product. The product is: [CH:1]1([S:4]([C:7]2[CH:8]=[CH:9][C:10]([CH2:11][NH:12][C:13]([C:15]3[C:20](=[O:21])[N:19]([C:22]4[CH:27]=[CH:26][CH:25]=[C:24]([C:28]([F:29])([F:30])[F:31])[CH:23]=4)[C:18]([CH3:32])=[C:17]([CH2:33][CH2:34][C:35]([OH:37])=[O:36])[CH:16]=3)=[O:14])=[CH:40][CH:41]=2)(=[O:5])=[O:6])[CH2:2][CH2:3]1. (2) Given the reactants [CH2:1]([N:3]1[C:9]2[CH:10]=[CH:11][CH:12]=[CH:13][C:8]=2[O:7][CH2:6][C@H:5]([NH:14]C(=O)OC(C)(C)C)[C:4]1=[O:22])[CH3:2].[ClH:23], predict the reaction product. The product is: [ClH:23].[NH2:14][C@@H:5]1[C:4](=[O:22])[N:3]([CH2:1][CH3:2])[C:9]2[CH:10]=[CH:11][CH:12]=[CH:13][C:8]=2[O:7][CH2:6]1. (3) Given the reactants [C:1]([C:3]1[C:4]([NH:9][CH2:10][CH2:11][NH:12][C:13]([O:15]CCCC)=O)=[N:5][CH:6]=[CH:7][CH:8]=1)#[N:2].Cl.Cl.[C:22]([C:24]1[C:25]([NH:30][CH2:31][CH2:32][NH2:33])=NC=CC=1)#N.C(N(CC)CC)C.C1N=CN(C(N2C=NC=C2)=O)C=1.Cl.N1CCC[C@H]1C#N, predict the reaction product. The product is: [C:32]([C@@H:31]1[CH2:22][CH2:24][CH2:25][N:30]1[C:13]([NH:12][CH2:11][CH2:10][NH:9][C:4]1[C:3]([C:1]#[N:2])=[CH:8][CH:7]=[CH:6][N:5]=1)=[O:15])#[N:33]. (4) Given the reactants Br[C:2]1[NH:3][C:4]2[C:9]([C:10]=1[CH:11]=[O:12])=[CH:8][CH:7]=[CH:6][CH:5]=2.[Br:13][C:14]1[CH:19]=[CH:18][C:17](B(O)O)=[CH:16][C:15]=1[F:23], predict the reaction product. The product is: [Br:13][C:14]1[CH:19]=[CH:18][C:17]([C:2]2[NH:3][C:4]3[C:9]([C:10]=2[CH:11]=[O:12])=[CH:8][CH:7]=[CH:6][CH:5]=3)=[CH:16][C:15]=1[F:23]. (5) Given the reactants [NH2:1][CH:2]1[CH2:7][CH2:6][CH:5]([N:8]2[C:12]3=[N:13][CH:14]=[N:15][C:16]([NH2:17])=[C:11]3[C:10]([C:18]3[CH:23]=[CH:22][C:21]([O:24][C:25]4[CH:30]=[CH:29][CH:28]=[CH:27][CH:26]=4)=[CH:20][CH:19]=3)=[N:9]2)[CH2:4][CH2:3]1.[C:31](O)(=[O:38])[C:32]1[CH:37]=[CH:36][CH:35]=[N:34][CH:33]=1.CN(C(ON1N=NC2C=CC=CC1=2)=[N+](C)C)C.[B-](F)(F)(F)F.CCN(C(C)C)C(C)C, predict the reaction product. The product is: [NH2:17][C:16]1[N:15]=[CH:14][N:13]=[C:12]2[N:8]([C@H:5]3[CH2:6][CH2:7][C@H:2]([NH:1][C:31](=[O:38])[C:32]4[CH:37]=[CH:36][CH:35]=[N:34][CH:33]=4)[CH2:3][CH2:4]3)[N:9]=[C:10]([C:18]3[CH:23]=[CH:22][C:21]([O:24][C:25]4[CH:30]=[CH:29][CH:28]=[CH:27][CH:26]=4)=[CH:20][CH:19]=3)[C:11]=12. (6) Given the reactants Br[C:2]1[O:3][C:4]2[C:24]([O:25]C(=O)C)=[C:23]([O:29][CH3:30])[CH:22]=[CH:21][C:5]=2[C:6]=1[C:7](=[O:20])[C:8]1[CH:13]=[C:12]([O:14][CH3:15])[C:11]([O:16][CH3:17])=[C:10]([O:18][CH3:19])[CH:9]=1.[NH2:31][CH2:32][C:33]([OH:35])=[O:34].C(=O)([O-])[O-].[K+].[K+], predict the reaction product. The product is: [OH:25][C:24]1[C:4]2[O:3][C:2]([NH:31][CH2:32][C:33]([OH:35])=[O:34])=[C:6]([C:7](=[O:20])[C:8]3[CH:13]=[C:12]([O:14][CH3:15])[C:11]([O:16][CH3:17])=[C:10]([O:18][CH3:19])[CH:9]=3)[C:5]=2[CH:21]=[CH:22][C:23]=1[O:29][CH3:30]. (7) Given the reactants C(OC(=O)[NH:7][CH2:8][C@@H:9]1[O:14][CH2:13][CH2:12][N:11]([C:15](=[O:24])[C:16]2[CH:21]=[CH:20][C:19]([Cl:22])=[C:18]([Cl:23])[CH:17]=2)[CH2:10]1)(C)(C)C.Cl, predict the reaction product. The product is: [ClH:22].[Cl:23][C:18]1[CH:17]=[C:16]([CH:21]=[CH:20][C:19]=1[Cl:22])[C:15]([N:11]1[CH2:12][CH2:13][O:14][C@@H:9]([CH2:8][NH2:7])[CH2:10]1)=[O:24]. (8) The product is: [Br:3][C:4]1[C:5]([CH2:6][O:7][CH2:52][O:53][CH3:54])=[CH:10][C:11]([N:15]([C:20]2[C:39]([CH:40]3[CH2:42][CH2:41]3)=[CH:38][C:23]3[C:24]([C:34]([NH:35][CH3:36])=[O:37])=[C:25]([C:27]4[CH:28]=[CH:29][C:30]([F:33])=[CH:31][CH:32]=4)[O:26][C:22]=3[CH:21]=2)[S:16]([CH3:19])(=[O:18])=[O:17])=[CH:12][C:13]=1[Cl:14]. Given the reactants [Li+].[BH4-].[Br:3][C:4]1[C:13]([Cl:14])=[CH:12][C:11]([N:15]([C:20]2[C:39]([CH:40]3[CH2:42][CH2:41]3)=[CH:38][C:23]3[C:24]([C:34](=[O:37])[NH:35][CH3:36])=[C:25]([C:27]4[CH:32]=[CH:31][C:30]([F:33])=[CH:29][CH:28]=4)[O:26][C:22]=3[CH:21]=2)[S:16]([CH3:19])(=[O:18])=[O:17])=[CH:10][C:5]=1[C:6](OC)=[O:7].CCN(C(C)C)C(C)C.[CH2:52](Cl)[O:53][CH3:54].C([O-])(O)=O.[Na+], predict the reaction product.